From a dataset of Full USPTO retrosynthesis dataset with 1.9M reactions from patents (1976-2016). Predict the reactants needed to synthesize the given product. Given the product [CH3:18][O:17][C:15]([CH:12]1[CH2:11][CH2:10][CH:9]([NH2:8])[CH2:14][CH2:13]1)=[O:16], predict the reactants needed to synthesize it. The reactants are: CC(OC([NH:8][CH:9]1[CH2:14][CH2:13][CH:12]([C:15]([OH:17])=[O:16])[CH2:11][CH2:10]1)=O)(C)C.[CH3:18]OC(OC)(C)C.Cl.CCOCC.